This data is from Experimentally validated miRNA-target interactions with 360,000+ pairs, plus equal number of negative samples. The task is: Binary Classification. Given a miRNA mature sequence and a target amino acid sequence, predict their likelihood of interaction. (1) The miRNA is hsa-miR-7106-5p with sequence UGGGAGGAGGGGAUCUUGGG. The protein sequence of the target gene is MKMPLLVSHLLLISLTSCLGDFTWHRRYGHGVSEEDKGFGPIFEEQPINTIYPEESLEGKVSLNCRARASPFPVYKWRMNNGDVDLTNDRYSMVGGNLVINNPDKQKDAGVYYCLASNNYGMVRSTEATLSFGYLDPFPPEERPEVKVKEGKGMVLLCDPPYHFPDDLSYRWLLNEFPVFITMDKRRFVSQTNGNLYIANVESSDRGNYSCFVSSPSITKSVFSKFIPLIPIPERTTKPYPADIVVQFKDIYTMMGQNVTLECFALGNPVPDIRWRKVLEPMPSTAEISTSGAVLKIFNI.... Result: 0 (no interaction). (2) The miRNA is mmu-miR-3097-3p with sequence CUCAGACCUUUCUACCUGUCAG. The protein sequence of the target gene is MAPLGLKAVVGEKILSGVIRSVKKDGEWKVLIMDHPSMRILSSCCKMSDILAEGITIVEDINKRREPIPSLEAIYLLSPTEKSVQALIADFQGTPTFTYKAAHIFFTDTCPEPLFSELGRSRLAKAVKTLKEIHLAFLPYEAQVFSLDAPHSTYNLYCPFRAGERGRQLDALAQQIATLCATLQEYPSIRYRKGPEDTAQLAHAVLAKLNAFKADTPSLGEGPEKTRSQLLIMDRAADPVSPLLHELTFQAMAYDLLDIEQDTYRYETTGLSESREKAVLLDEDDDLWVELRHMHIADVS.... Result: 1 (interaction). (3) The miRNA is hsa-miR-4271 with sequence GGGGGAAGAAAAGGUGGGG. The protein sequence of the target gene is MASLGHILVFCVGLLTMAKAESPKEHDPFTYDYQSLQIGGLVIAGILFILGILIVLSRRCRCKFNQQQRTGEPDEEEGTFRSSIRRLSTRRR. Result: 1 (interaction).